Task: Regression. Given two drug SMILES strings and cell line genomic features, predict the synergy score measuring deviation from expected non-interaction effect.. Dataset: NCI-60 drug combinations with 297,098 pairs across 59 cell lines (1) Drug 1: CN1CCC(CC1)COC2=C(C=C3C(=C2)N=CN=C3NC4=C(C=C(C=C4)Br)F)OC. Drug 2: C1=NC2=C(N=C(N=C2N1C3C(C(C(O3)CO)O)F)Cl)N. Cell line: COLO 205. Synergy scores: CSS=25.3, Synergy_ZIP=-0.145, Synergy_Bliss=-2.12, Synergy_Loewe=-15.2, Synergy_HSA=-6.93. (2) Drug 1: C1=C(C(=O)NC(=O)N1)F. Drug 2: C1C(C(OC1N2C=NC(=NC2=O)N)CO)O. Cell line: 786-0. Synergy scores: CSS=37.2, Synergy_ZIP=1.72, Synergy_Bliss=2.01, Synergy_Loewe=4.38, Synergy_HSA=5.28. (3) Drug 1: C1=CC(=CC=C1CC(C(=O)O)N)N(CCCl)CCCl.Cl. Drug 2: COC1=NC(=NC2=C1N=CN2C3C(C(C(O3)CO)O)O)N. Cell line: RPMI-8226. Synergy scores: CSS=12.3, Synergy_ZIP=0.594, Synergy_Bliss=9.90, Synergy_Loewe=-14.4, Synergy_HSA=2.82. (4) Synergy scores: CSS=48.8, Synergy_ZIP=-7.71, Synergy_Bliss=-5.04, Synergy_Loewe=-4.94, Synergy_HSA=-2.87. Drug 1: CC1OCC2C(O1)C(C(C(O2)OC3C4COC(=O)C4C(C5=CC6=C(C=C35)OCO6)C7=CC(=C(C(=C7)OC)O)OC)O)O. Drug 2: CN(CCCl)CCCl.Cl. Cell line: A549. (5) Drug 1: CNC(=O)C1=NC=CC(=C1)OC2=CC=C(C=C2)NC(=O)NC3=CC(=C(C=C3)Cl)C(F)(F)F. Drug 2: CC(C)(C#N)C1=CC(=CC(=C1)CN2C=NC=N2)C(C)(C)C#N. Cell line: MDA-MB-231. Synergy scores: CSS=1.06, Synergy_ZIP=4.77, Synergy_Bliss=9.87, Synergy_Loewe=5.39, Synergy_HSA=5.38. (6) Cell line: SK-MEL-5. Drug 2: CC1=C(C=C(C=C1)C(=O)NC2=CC(=CC(=C2)C(F)(F)F)N3C=C(N=C3)C)NC4=NC=CC(=N4)C5=CN=CC=C5. Synergy scores: CSS=1.08, Synergy_ZIP=0.407, Synergy_Bliss=4.82, Synergy_Loewe=0.967, Synergy_HSA=1.99. Drug 1: C1=NC2=C(N1)C(=S)N=CN2.